Regression. Given a peptide amino acid sequence and an MHC pseudo amino acid sequence, predict their binding affinity value. This is MHC class I binding data. From a dataset of Peptide-MHC class I binding affinity with 185,985 pairs from IEDB/IMGT. (1) The peptide sequence is FADINGKLY. The MHC is HLA-B27:05 with pseudo-sequence HLA-B27:05. The binding affinity (normalized) is 0.0847. (2) The peptide sequence is AVYGNITHK. The MHC is HLA-B40:01 with pseudo-sequence HLA-B40:01. The binding affinity (normalized) is 0. (3) The peptide sequence is DIVGGLFTY. The MHC is HLA-B40:01 with pseudo-sequence HLA-B40:01. The binding affinity (normalized) is 0.0847.